Dataset: Blood-brain barrier permeability classification from the B3DB database. Task: Regression/Classification. Given a drug SMILES string, predict its absorption, distribution, metabolism, or excretion properties. Task type varies by dataset: regression for continuous measurements (e.g., permeability, clearance, half-life) or binary classification for categorical outcomes (e.g., BBB penetration, CYP inhibition). Dataset: b3db_classification. (1) The compound is COC(=O)[C@H]1[C@@H](O)CC[C@H]2CN3CCc4c([nH]c5ccccc45)[C@@H]3C[C@@H]21. The result is 0 (does not penetrate BBB). (2) The drug is Cc1cccc(-c2noc(CNC(=O)CCSc3ccc(Cl)cc3)n2)c1. The result is 1 (penetrates BBB).